This data is from Catalyst prediction with 721,799 reactions and 888 catalyst types from USPTO. The task is: Predict which catalyst facilitates the given reaction. (1) Reactant: [C:1]([O:5][C:6]([N:8]1[CH2:13][CH2:12][N:11]([CH2:14][C:15]2([OH:28])[CH2:20][CH2:19][N:18]([C:21]3[CH:26]=[C:25](Cl)[N:24]=[CH:23][N:22]=3)[CH2:17][CH2:16]2)[C:10](=[O:29])[CH2:9]1)=[O:7])([CH3:4])([CH3:3])[CH3:2]. Product: [C:1]([O:5][C:6]([N:8]1[CH2:13][CH2:12][N:11]([CH2:14][C:15]2([OH:28])[CH2:20][CH2:19][N:18]([C:21]3[CH:26]=[CH:25][N:24]=[CH:23][N:22]=3)[CH2:17][CH2:16]2)[C:10](=[O:29])[CH2:9]1)=[O:7])([CH3:4])([CH3:2])[CH3:3]. The catalyst class is: 29. (2) Reactant: [Cl:1][C:2]1[CH:7]=[CH:6][C:5]([C:8]2[S:12][C:11]([C:13]([O:15]C)=O)=[C:10](/[N:17]=[CH:18]/[N:19]([CH3:21])C)[CH:9]=2)=[CH:4][CH:3]=1.[N:22]1([C:28]2[CH:34]=[CH:33]C(N)=[CH:30][CH:29]=2)[CH2:27][CH2:26][O:25][CH2:24][CH2:23]1. Product: [Cl:1][C:2]1[CH:3]=[CH:4][C:5]([C:8]2[S:12][C:11]3[C:13](=[O:15])[N:19]([C:21]4[CH:30]=[CH:29][C:28]([N:22]5[CH2:23][CH2:24][O:25][CH2:26][CH2:27]5)=[CH:34][CH:33]=4)[CH:18]=[N:17][C:10]=3[CH:9]=2)=[CH:6][CH:7]=1. The catalyst class is: 8. (3) Reactant: C([C:3](CC)([C:7]([O-:9])=O)[C:4]([O-:6])=[O:5])C.C[C:13]1[C:14]([NH2:26])=[C:15]([C:23]([O-:25])=O)[C:16]([CH2:21][CH3:22])=[N:17][C:18]=1[CH2:19][CH3:20].[O-][CH2:28][CH3:29].[Na+]. Product: [CH2:21]([C:16]1[N:17]=[C:18]([CH2:19][CH3:20])[CH:13]=[C:14]2[C:15]=1[C:23]([OH:25])=[C:3]([C:4]([O:6][CH2:28][CH3:29])=[O:5])[C:7](=[O:9])[NH:26]2)[CH3:22]. The catalyst class is: 8. (4) The catalyst class is: 2. Product: [CH:32]([N:25]1[C:26]2[CH:31]=[CH:30][CH:29]=[CH:28][C:27]=2[N:23]([CH2:22][C:19]2[N:18]([CH2:36][CH2:37][CH:38]([CH3:40])[CH3:39])[C:17]3[CH:16]=[CH:15][CH:14]=[C:13]([CH:12]=[O:11])[C:21]=3[N:20]=2)[C:24]1=[O:35])([CH3:33])[CH3:34]. Reactant: C(Cl)(=O)C(Cl)=O.CS(C)=O.[OH:11][CH2:12][C:13]1[C:21]2[N:20]=[C:19]([CH2:22][N:23]3[C:27]4[CH:28]=[CH:29][CH:30]=[CH:31][C:26]=4[N:25]([CH:32]([CH3:34])[CH3:33])[C:24]3=[O:35])[N:18]([CH2:36][CH2:37][CH:38]([CH3:40])[CH3:39])[C:17]=2[CH:16]=[CH:15][CH:14]=1.C(N(C(C)C)CC)(C)C. (5) Reactant: [Cl:1][C:2]1[C:7]([C:8]#[N:9])=[C:6]([NH:10][CH2:11][CH2:12][OH:13])[N:5]=[C:4](S(C)(=O)=O)[N:3]=1.[N:18]1[CH:23]=[CH:22][CH:21]=[C:20]([CH2:24][NH2:25])[CH:19]=1.C(N(C(C)C)C(C)C)C. Product: [Cl:1][C:2]1[C:7]([C:8]#[N:9])=[C:6]([NH:10][CH2:11][CH2:12][OH:13])[N:5]=[C:4]([NH:25][CH2:24][C:20]2[CH:19]=[N:18][CH:23]=[CH:22][CH:21]=2)[N:3]=1. The catalyst class is: 12.